Dataset: Full USPTO retrosynthesis dataset with 1.9M reactions from patents (1976-2016). Task: Predict the reactants needed to synthesize the given product. (1) Given the product [C:1]([O:5][C:6]([N:8]1[CH2:13][CH2:12][N:11]([C:14]2[O:15][C:16]3[C:22]([C:23]4[CH:28]=[CH:27][CH:26]=[CH:25][N:24]=4)=[C:21]([Br:38])[C:20]([Cl:29])=[CH:19][C:17]=3[N:18]=2)[C@@H:10]([CH3:30])[CH2:9]1)=[O:7])([CH3:4])([CH3:2])[CH3:3], predict the reactants needed to synthesize it. The reactants are: [C:1]([O:5][C:6]([N:8]1[CH2:13][CH2:12][N:11]([C:14]2[O:15][C:16]3[C:22]([C:23]4[CH:28]=[CH:27][CH:26]=[CH:25][N:24]=4)=[CH:21][C:20]([Cl:29])=[CH:19][C:17]=3[N:18]=2)[C@@H:10]([CH3:30])[CH2:9]1)=[O:7])([CH3:4])([CH3:3])[CH3:2].C1C(=O)N([Br:38])C(=O)C1.O. (2) Given the product [F:9][C:5]1[C:4]([CH3:10])=[CH:3][C:2]([B:14]2[O:15][C:16]([CH3:18])([CH3:17])[C:12]([CH3:28])([CH3:11])[O:13]2)=[CH:7][C:6]=1[CH3:8], predict the reactants needed to synthesize it. The reactants are: Br[C:2]1[CH:3]=[C:4]([CH3:10])[C:5]([F:9])=[C:6]([CH3:8])[CH:7]=1.[CH3:11][C:12]1([CH3:28])[C:16]([CH3:18])([CH3:17])[O:15][B:14]([B:14]2[O:15][C:16]([CH3:18])([CH3:17])[C:12]([CH3:28])([CH3:11])[O:13]2)[O:13]1.C1(P(C2CCCCC2)C2C=CC=CC=2C2C(OC)=CC=CC=2OC)CCCCC1.C([O-])(=O)C.[K+]. (3) Given the product [F:23][C:24]([F:37])([F:36])[S:25]([O:12][C:1]1[C:10]2[C:5](=[C:6]([O:11][S:25]([C:24]([F:23])([F:36])[F:37])(=[O:26])=[O:27])[CH:7]=[CH:8][CH:9]=2)[CH:4]=[CH:3][CH:2]=1)(=[O:27])=[O:26], predict the reactants needed to synthesize it. The reactants are: [C:1]1([OH:12])[C:10]2[CH:9]=[CH:8][CH:7]=[C:6]([OH:11])[C:5]=2[CH:4]=[CH:3][CH:2]=1.C(NC(C)C)(C)C.ClCCl.[F:23][C:24]([F:37])([F:36])[S:25](O[S:25]([C:24]([F:37])([F:36])[F:23])(=[O:27])=[O:26])(=[O:27])=[O:26]. (4) Given the product [Cl:1][C:2]1[CH:3]=[C:4]([CH:23]=[CH:24][C:25]=1[Cl:26])[CH2:5][N:6]([CH3:22])[C:7]([C:9]1[CH2:10][N:11]([CH2:16][CH2:17][N:37]2[CH2:36][CH2:35][N:34]([C:31]3[CH:30]=[CH:29][C:28]([F:27])=[CH:33][CH:32]=3)[CH2:39][CH2:38]2)[C:12](=[O:15])[C:13]=1[OH:14])=[O:8], predict the reactants needed to synthesize it. The reactants are: [Cl:1][C:2]1[CH:3]=[C:4]([CH:23]=[CH:24][C:25]=1[Cl:26])[CH2:5][N:6]([CH3:22])[C:7]([C:9]1[CH2:10][N:11]([CH2:16][CH:17](OC)OC)[C:12](=[O:15])[C:13]=1[OH:14])=[O:8].[F:27][C:28]1[CH:33]=[CH:32][C:31]([N:34]2[CH2:39][CH2:38][NH:37][CH2:36][CH2:35]2)=[CH:30][CH:29]=1. (5) The reactants are: Cl[C:2]1[CH:7]=[CH:6][C:5]([CH:8]([C:26]2[CH:31]=[CH:30][C:29]([Cl:32])=[CH:28][CH:27]=2)[N:9]2[CH2:12][CH:11]([CH:13]([C:18]3[CH:23]=[C:22]([F:24])[CH:21]=[C:20]([F:25])[CH:19]=3)[C:14]([CH3:17])([OH:16])[CH3:15])[CH2:10]2)=[CH:4][CH:3]=1.N1C=CC=CC=1.F.[OH-].[Na+].C([O-])(O)=O.[Na+].C(Cl)[Cl:48]. Given the product [Cl:48][C:7]1[CH:6]=[C:5]([CH:8]([C:26]2[CH:31]=[CH:30][C:29]([Cl:32])=[CH:28][CH:27]=2)[N:9]2[CH2:12][CH:11]([CH:13]([C:18]3[CH:23]=[C:22]([F:24])[CH:21]=[C:20]([F:25])[CH:19]=3)[C:14]([CH3:15])([OH:16])[CH3:17])[CH2:10]2)[CH:4]=[CH:3][CH:2]=1, predict the reactants needed to synthesize it. (6) Given the product [CH2:1]([C:3]1[S:4][CH:5]=[C:6](/[CH:8]=[CH:9]/[C:10]2[C:11]([O:21][CH2:22][C:23]3[CH:46]=[CH:45][C:26]([O:27][CH2:28][C:29]4[N:30]=[C:31]([C:35]5[O:39][C:38]([C:40]([OH:42])=[O:41])=[CH:37][CH:36]=5)[O:32][C:33]=4[CH3:34])=[C:25]([O:47][CH3:48])[CH:24]=3)=[N:12][N:13]([C:15]3[CH:20]=[CH:19][CH:18]=[CH:17][CH:16]=3)[CH:14]=2)[N:7]=1)[CH3:2], predict the reactants needed to synthesize it. The reactants are: [CH2:1]([C:3]1[S:4][CH:5]=[C:6](/[CH:8]=[CH:9]/[C:10]2[C:11]([O:21][CH2:22][C:23]3[CH:46]=[CH:45][C:26]([O:27][CH2:28][C:29]4[N:30]=[C:31]([C:35]5[O:39][C:38]([C:40]([O:42]CC)=[O:41])=[CH:37][CH:36]=5)[O:32][C:33]=4[CH3:34])=[C:25]([O:47][CH3:48])[CH:24]=3)=[N:12][N:13]([C:15]3[CH:20]=[CH:19][CH:18]=[CH:17][CH:16]=3)[CH:14]=2)[N:7]=1)[CH3:2].O1CCCC1.[OH-].[Na+].Cl.